From a dataset of Reaction yield outcomes from USPTO patents with 853,638 reactions. Predict the reaction yield, written as a fraction of the theoretical maximum amount of product (1.0 means a 100% yield; for example, 0.34 means a 34% yield). (1) The reactants are [C:1]([C@@H:5]1[CH2:10][CH2:9][C@H:8]([OH:11])[CH2:7][CH2:6]1)([CH3:4])([CH3:3])[CH3:2].[CH3:12][S:13](O[S:13]([CH3:12])(=[O:15])=[O:14])(=[O:15])=[O:14].C(N(CC)CC)C. The catalyst is ClCCl. The product is [CH3:12][S:13]([O:11][C@H:8]1[CH2:7][CH2:6][C@@H:5]([C:1]([CH3:4])([CH3:2])[CH3:3])[CH2:10][CH2:9]1)(=[O:15])=[O:14]. The yield is 0.900. (2) The reactants are Cl.C(OC(=O)C1C=C(C(N)C[C:16]2[NH:17][CH:18]=[C:19]([C:21]3[CH:26]=[CH:25][C:24]([Cl:27])=[CH:23][CH:22]=3)[N:20]=2)C=CC=1OCCCC)CCC.COC1C=CC(CCCC(O)=O)=CC=1. No catalyst specified. The product is [Cl:27][C:24]1[CH:23]=[CH:22][C:21]([C:19]2[N:20]=[CH:16][NH:17][CH:18]=2)=[CH:26][CH:25]=1. The yield is 0.800.